Dataset: Reaction yield outcomes from USPTO patents with 853,638 reactions. Task: Predict the reaction yield, written as a fraction of the theoretical maximum amount of product (1.0 means a 100% yield; for example, 0.34 means a 34% yield). (1) The yield is 0.270. No catalyst specified. The reactants are [CH3:1][C:2]1[NH:3][C:4]2[C:9]([CH:10]=1)=[C:8]([C:11]([F:14])([F:13])[F:12])[C:7]([C:15]#[N:16])=[CH:6][CH:5]=2.Br[CH:18]([CH3:21])[C:19]#[N:20].C([O-])([O-])=O.[Cs+].[Cs+]. The product is [C:19]([CH:18]([N:3]1[C:4]2[C:9](=[C:8]([C:11]([F:12])([F:14])[F:13])[C:7]([C:15]#[N:16])=[CH:6][CH:5]=2)[CH:10]=[C:2]1[CH3:1])[CH3:21])#[N:20].[C:19]([CH2:18][CH2:21][N:3]1[C:4]2[C:9](=[C:8]([C:11]([F:12])([F:14])[F:13])[C:7]([C:15]#[N:16])=[CH:6][CH:5]=2)[CH:10]=[C:2]1[CH3:1])#[N:20]. (2) The reactants are [O:1]=[C:2]1[C:10]2[C:5](=[CH:6][CH:7]=[CH:8][CH:9]=2)[C:4](=[O:11])[N:3]1[CH2:12][CH2:13][C:14]([N:16]1[CH2:20][C:19]([CH3:22])([CH3:21])[CH2:18][CH:17]1C(O)=O)=O.[C:26]([O:34][CH3:35])(=[O:33])[C:27]#[C:28][C:29]([O:31][CH3:32])=[O:30]. The catalyst is CC(OC(C)=O)=O. The product is [O:11]=[C:4]1[C:5]2[C:10](=[CH:9][CH:8]=[CH:7][CH:6]=2)[C:2](=[O:1])[N:3]1[CH2:12][CH2:13][C:14]1[N:16]2[C:17](=[C:27]([C:26]([O:34][CH3:35])=[O:33])[C:28]=1[C:29]([O:31][CH3:32])=[O:30])[CH2:18][C:19]([CH3:22])([CH3:21])[CH2:20]2. The yield is 0.480.